From a dataset of Forward reaction prediction with 1.9M reactions from USPTO patents (1976-2016). Predict the product of the given reaction. Given the reactants Cl[C:2]1[N:7]=[C:6]([N:8]([CH3:10])[CH3:9])[C:5]([C:11]([F:14])([F:13])[F:12])=[CH:4][N:3]=1.[C:15]([O:19][C:20](=[O:29])[NH:21][C@H:22]1[CH2:27][CH2:26][C@@H:25]([NH2:28])[CH2:24][CH2:23]1)([CH3:18])([CH3:17])[CH3:16].CCN(C(C)C)C(C)C, predict the reaction product. The product is: [C:15]([O:19][C:20](=[O:29])[NH:21][C@H:22]1[CH2:23][CH2:24][C@@H:25]([NH:28][C:2]2[N:7]=[C:6]([N:8]([CH3:10])[CH3:9])[C:5]([C:11]([F:14])([F:13])[F:12])=[CH:4][N:3]=2)[CH2:26][CH2:27]1)([CH3:18])([CH3:16])[CH3:17].